Dataset: Full USPTO retrosynthesis dataset with 1.9M reactions from patents (1976-2016). Task: Predict the reactants needed to synthesize the given product. (1) Given the product [NH2:19][C:10]1[C:9]2[N:8]=[CH:7][N:6]([CH2:5][CH2:4][CH2:3][CH2:2][NH:1][C:21](=[O:28])[C:22]3[CH:27]=[CH:26][CH:25]=[N:24][CH:23]=3)[C:18]=2[C:17]2[CH:16]=[CH:15][CH:14]=[CH:13][C:12]=2[N:11]=1, predict the reactants needed to synthesize it. The reactants are: [NH2:1][CH2:2][CH2:3][CH2:4][CH2:5][N:6]1[C:18]2[C:17]3[CH:16]=[CH:15][CH:14]=[CH:13][C:12]=3[N:11]=[C:10]([NH2:19])[C:9]=2[N:8]=[CH:7]1.Cl.[C:21](Cl)(=[O:28])[C:22]1[CH:27]=[CH:26][CH:25]=[N:24][CH:23]=1. (2) Given the product [F:1][C:2]1[CH:7]=[CH:6][C:5]([C:8]2[C:17]([N:18]([CH3:32])[CH:19]3[CH2:20][CH2:21][O:22][CH2:23][CH2:24]3)=[N:16][C:15]3[C:10](=[CH:11][CH:12]=[C:13]([C:25]([O:27][CH3:28])=[O:26])[CH:14]=3)[N:9]=2)=[CH:4][CH:3]=1, predict the reactants needed to synthesize it. The reactants are: [F:1][C:2]1[CH:7]=[CH:6][C:5]([C:8]2[C:17]([NH:18][CH:19]3[CH2:24][CH2:23][O:22][CH2:21][CH2:20]3)=[N:16][C:15]3[C:10](=[CH:11][CH:12]=[C:13]([C:25]([O:27][CH2:28]C)=[O:26])[CH:14]=3)[N:9]=2)=[CH:4][CH:3]=1.[H-].[Na+].[CH3:32]I. (3) Given the product [CH3:28][S:25]([C:22]1[S:23][CH:24]=[C:20]([C:46]2[C:45]3[C:50](=[CH:51][C:42]([C:39]4[CH:40]=[CH:41][C:36]([C:35]([F:66])([F:65])[F:34])=[CH:37][CH:38]=4)=[CH:43][CH:44]=3)[CH:49]=[C:48]([C:52]([O:54][CH2:55][CH3:56])=[O:53])[CH:47]=2)[CH:21]=1)(=[O:27])=[O:26], predict the reactants needed to synthesize it. The reactants are: B1(B2OC(C)(C)C(C)(C)O2)OC(C)(C)C(C)(C)O1.Br[C:20]1[CH:21]=[C:22]([S:25]([CH3:28])(=[O:27])=[O:26])[S:23][CH:24]=1.C([O-])(=O)C.[K+].[F:34][C:35]([F:66])([F:65])[C:36]1[CH:41]=[CH:40][C:39]([C:42]2[CH:51]=[C:50]3[C:45]([C:46](OS(C(F)(F)F)(=O)=O)=[CH:47][C:48]([C:52]([O:54][CH2:55][CH3:56])=[O:53])=[CH:49]3)=[CH:44][CH:43]=2)=[CH:38][CH:37]=1.C([O-])([O-])=O.[Na+].[Na+]. (4) Given the product [ClH:40].[CH2:11]([O:18][C:19](=[O:35])[CH:20]([NH2:21])[C:36](=[O:39])[CH2:37][CH3:38])[C:12]1[CH:13]=[CH:14][CH:15]=[CH:16][CH:17]=1, predict the reactants needed to synthesize it. The reactants are: C[Si]([N-][Si](C)(C)C)(C)C.[Li+].[CH2:11]([O:18][C:19](=[O:35])[CH2:20][N:21]=C(C1C=CC=CC=1)C1C=CC=CC=1)[C:12]1[CH:17]=[CH:16][CH:15]=[CH:14][CH:13]=1.[C:36]([Cl:40])(=[O:39])[CH2:37][CH3:38].